From a dataset of Reaction yield outcomes from USPTO patents with 853,638 reactions. Predict the reaction yield, written as a fraction of the theoretical maximum amount of product (1.0 means a 100% yield; for example, 0.34 means a 34% yield). (1) The reactants are [F:1][C:2]1[CH:3]=[C:4]([C:8]2[C:9]3[CH:30]=[CH:29][CH:28]=[C:27]([CH3:31])[C:10]=3[NH:11][C:12](=[O:26])[CH:13]([NH:15][C:16](=[O:25])[O:17][CH2:18][C:19]3[CH:24]=[CH:23][CH:22]=[CH:21][CH:20]=3)[N:14]=2)[CH:5]=[CH:6][CH:7]=1.C(=O)=O.CO. No catalyst specified. The product is [F:1][C:2]1[CH:3]=[C:4]([C:8]2[C:9]3[CH:30]=[CH:29][CH:28]=[C:27]([CH3:31])[C:10]=3[NH:11][C:12](=[O:26])[C@@H:13]([NH:15][C:16](=[O:25])[O:17][CH2:18][C:19]3[CH:24]=[CH:23][CH:22]=[CH:21][CH:20]=3)[N:14]=2)[CH:5]=[CH:6][CH:7]=1. The yield is 0.460. (2) The reactants are O=[C:2]1[CH2:6][N:5]([C:7]([O:9][CH2:10][CH3:11])=[O:8])[CH2:4][CH:3]1[C:12]([O:14]CC)=O.C(=O)(O)O.[NH2:21][C:22]([NH2:24])=[NH:23]. The catalyst is C(O)(C)(C)C. The product is [NH2:24][C:22]1[N:21]=[C:12]([OH:14])[C:3]2[CH2:4][N:5]([C:7]([O:9][CH2:10][CH3:11])=[O:8])[CH2:6][C:2]=2[N:23]=1. The yield is 0.870.